From a dataset of Full USPTO retrosynthesis dataset with 1.9M reactions from patents (1976-2016). Predict the reactants needed to synthesize the given product. Given the product [CH3:21][CH:16]1[CH2:17][CH2:18][CH2:19][CH2:20][CH:15]1[NH:14][C:6]1[C:7]2[N:8]([CH:11]=[CH:12][CH:13]=2)[N:9]=[CH:10][C:5]=1[C:3](=[NH:2])[NH2:4], predict the reactants needed to synthesize it. The reactants are: O[NH:2][C:3]([C:5]1[CH:10]=[N:9][N:8]2[CH:11]=[CH:12][CH:13]=[C:7]2[C:6]=1[NH:14][CH:15]1[CH2:20][CH2:19][CH2:18][CH2:17][CH:16]1[CH3:21])=[NH:4].